Dataset: Reaction yield outcomes from USPTO patents with 853,638 reactions. Task: Predict the reaction yield, written as a fraction of the theoretical maximum amount of product (1.0 means a 100% yield; for example, 0.34 means a 34% yield). The reactants are [Cl:1][C:2]1[CH:3]=[C:4]2[N:10]([S:11]([C:14]3[CH:20]=[CH:19][C:17]([CH3:18])=[CH:16][CH:15]=3)(=[O:13])=[O:12])[CH:9]=[CH:8][C:5]2=[N:6][CH:7]=1.ClC1C=CC=C(C(OO)=[O:29])C=1. The catalyst is C(Cl)Cl. The product is [Cl:1][C:2]1[CH:3]=[C:4]2[N:10]([S:11]([C:14]3[CH:20]=[CH:19][C:17]([CH3:18])=[CH:16][CH:15]=3)(=[O:13])=[O:12])[CH:9]=[CH:8][C:5]2=[N+:6]([O-:29])[CH:7]=1. The yield is 0.900.